This data is from Full USPTO retrosynthesis dataset with 1.9M reactions from patents (1976-2016). The task is: Predict the reactants needed to synthesize the given product. (1) Given the product [OH:11][C@H:10]([C:12]1[C:13]([CH3:22])=[C:14]2[C:18](=[CH:19][CH:20]=1)[C:17](=[O:21])[O:16][CH2:15]2)[CH2:9][N:6]1[CH2:7][CH2:8][CH:3]([NH:2][C:32](=[O:33])[C:31]2[CH:30]=[CH:29][C:28]([C:25]3[CH:26]=[CH:27][NH:23][N:24]=3)=[CH:36][CH:35]=2)[CH2:4][CH2:5]1, predict the reactants needed to synthesize it. The reactants are: Cl.[NH2:2][CH:3]1[CH2:8][CH2:7][N:6]([CH2:9][C@@H:10]([C:12]2[C:13]([CH3:22])=[C:14]3[C:18](=[CH:19][CH:20]=2)[C:17](=[O:21])[O:16][CH2:15]3)[OH:11])[CH2:5][CH2:4]1.[NH:23]1[CH:27]=[CH:26][C:25]([C:28]2[CH:36]=[CH:35][C:31]([C:32](O)=[O:33])=[CH:30][CH:29]=2)=[N:24]1. (2) Given the product [CH3:24][C:12]1([CH3:25])[C:11]2[S:26][C:8]([C:6]3[CH:5]=[CH:4][N:3]=[C:2]([NH:27][C:28]4[CH:29]=[N:30][NH:31][C:32]=4[C:33]#[N:34])[N:7]=3)=[CH:9][C:10]=2[C:14](=[O:15])[N:13]1[CH2:16][CH2:17][N:18]1[CH2:23][CH2:22][O:21][CH2:20][CH2:19]1, predict the reactants needed to synthesize it. The reactants are: Cl[C:2]1[N:7]=[C:6]([C:8]2[S:26][C:11]3[C:12]([CH3:25])([CH3:24])[N:13]([CH2:16][CH2:17][N:18]4[CH2:23][CH2:22][O:21][CH2:20][CH2:19]4)[C:14](=[O:15])[C:10]=3[CH:9]=2)[CH:5]=[CH:4][N:3]=1.[NH2:27][C:28]1[CH:29]=[N:30][NH:31][C:32]=1[C:33]#[N:34].C(=O)([O-])[O-].[K+].[K+].C(P(C(C)(C)C)C1C(OC)=CC=C(OC)C=1C1C(C(C)C)=CC(C(C)C)=CC=1C(C)C)(C)(C)C.